This data is from Peptide-MHC class II binding affinity with 134,281 pairs from IEDB. The task is: Regression. Given a peptide amino acid sequence and an MHC pseudo amino acid sequence, predict their binding affinity value. This is MHC class II binding data. The peptide sequence is GATVAVDCRPFNGGE. The MHC is DRB1_0101 with pseudo-sequence DRB1_0101. The binding affinity (normalized) is 0.0356.